Dataset: Reaction yield outcomes from USPTO patents with 853,638 reactions. Task: Predict the reaction yield, written as a fraction of the theoretical maximum amount of product (1.0 means a 100% yield; for example, 0.34 means a 34% yield). (1) The reactants are [CH2:1]([O:8][C:9](=[O:16])[CH2:10][NH:11][CH2:12][CH2:13][CH2:14][OH:15])[C:2]1[CH:7]=[CH:6][CH:5]=[CH:4][CH:3]=1.[C:17]([O:28][C@H:29]([CH2:34][CH2:35][CH2:36][CH2:37][CH2:38][CH2:39][CH2:40][CH2:41][CH2:42][CH2:43][CH3:44])[CH2:30][C:31]([OH:33])=O)(=[O:27])[CH2:18][CH2:19][CH2:20][CH2:21][CH2:22][CH2:23][CH2:24][CH2:25][CH3:26].C(Cl)CCl.CI. The catalyst is C(Cl)Cl. The product is [CH2:1]([O:8][C:9](=[O:16])[CH2:10][N:11]([CH2:12][CH2:13][CH2:14][OH:15])[C:31](=[O:33])[CH2:30][C@H:29]([O:28][C:17](=[O:27])[CH2:18][CH2:19][CH2:20][CH2:21][CH2:22][CH2:23][CH2:24][CH2:25][CH3:26])[CH2:34][CH2:35][CH2:36][CH2:37][CH2:38][CH2:39][CH2:40][CH2:41][CH2:42][CH2:43][CH3:44])[C:2]1[CH:7]=[CH:6][CH:5]=[CH:4][CH:3]=1. The yield is 0.630. (2) The reactants are [F:1][C:2]([F:20])([F:19])[C:3]1[CH:8]=[CH:7][C:6]([C:9]2[CH:13]=[C:12]([CH2:14][CH2:15][CH2:16][CH2:17][OH:18])[O:11][N:10]=2)=[CH:5][CH:4]=1.[CH2:21]([O:23][C:24]1[CH:29]=[C:28](O)[CH:27]=[CH:26][C:25]=1[CH2:31][CH2:32][C:33]([O:35]CC)=[O:34])[CH3:22].C1(P(C2C=CC=CC=2)C2C=CC=CC=2)C=CC=CC=1.N(C(OCC)=O)=NC(OCC)=O. The catalyst is C1(C)C=CC=CC=1.O1CCCC1. The product is [CH2:21]([O:23][C:24]1[CH:29]=[C:28]([O:18][CH2:17][CH2:16][CH2:15][CH2:14][C:12]2[O:11][N:10]=[C:9]([C:6]3[CH:5]=[CH:4][C:3]([C:2]([F:1])([F:19])[F:20])=[CH:8][CH:7]=3)[CH:13]=2)[CH:27]=[CH:26][C:25]=1[CH2:31][CH2:32][C:33]([OH:35])=[O:34])[CH3:22]. The yield is 0.270. (3) The reactants are [NH2:1][C:2]1[CH:3]=[CH:4][C:5]([N:8]2[C:12]3=[N:13][CH:14]=[N:15][C:16]([NH:17][C:18](=[O:24])[O:19][C:20]([CH3:23])([CH3:22])[CH3:21])=[C:11]3[C:10]([I:25])=[N:9]2)=[N:6][CH:7]=1.C=O.[BH-](OC(C)=O)(OC(C)=O)O[C:30](C)=O.[Na+]. The catalyst is C1COCC1. The product is [I:25][C:10]1[C:11]2[C:12](=[N:13][CH:14]=[N:15][C:16]=2[NH:17][C:18](=[O:24])[O:19][C:20]([CH3:21])([CH3:22])[CH3:23])[N:8]([C:5]2[CH:4]=[CH:3][C:2]([NH:1][CH3:30])=[CH:7][N:6]=2)[N:9]=1. The yield is 0.180. (4) The reactants are [Br:1][CH2:2][CH2:3]Br.[Br:5][C:6]1[CH:11]=[CH:10][C:9]([Br:12])=[CH:8][C:7]=1[OH:13]. The catalyst is C(#N)C.[OH-].[Na+].O. The product is [Br:5][C:6]1[CH:11]=[CH:10][C:9]([Br:12])=[CH:8][C:7]=1[O:13][CH2:3][CH2:2][Br:1]. The yield is 0.490. (5) The reactants are C[O:2][C:3]([C:5]1([C:8]2[CH:9]=[CH:10][C:11]3[O:15][CH2:14][C:13]([CH3:17])([CH3:16])[C:12]=3[CH:18]=2)[CH2:7][CH2:6]1)=[O:4].[Li+].[OH-].Cl. The catalyst is CO. The product is [CH3:16][C:13]1([CH3:17])[C:12]2[CH:18]=[C:8]([C:5]3([C:3]([OH:4])=[O:2])[CH2:6][CH2:7]3)[CH:9]=[CH:10][C:11]=2[O:15][CH2:14]1. The yield is 0.410. (6) The reactants are C[O:2][C:3]1[CH:8]=[CH:7][N:6]2[CH:9]=[C:10]([C:12]([O:14]CC)=[O:13])[N:11]=[C:5]2[CH:4]=1.[BrH:17]. No catalyst specified. The product is [BrH:17].[OH:2][C:3]1[CH:8]=[CH:7][N:6]2[CH:9]=[C:10]([C:12]([OH:14])=[O:13])[N:11]=[C:5]2[CH:4]=1. The yield is 0.930. (7) The catalyst is C1COCC1.C(Cl)Cl. The product is [OH:19][CH:20]1[CH2:25][CH2:24][CH2:23][N:22]([C:16]([C:13]2[S:14][CH:15]=[C:11]([C:7]3[S:6][C:5]([NH:4][C:1](=[O:3])[CH3:2])=[N:9][C:8]=3[CH3:10])[N:12]=2)=[O:17])[CH2:21]1. The reactants are [C:1]([NH:4][C:5]1[S:6][C:7]([C:11]2[N:12]=[C:13]([C:16](Cl)=[O:17])[S:14][CH:15]=2)=[C:8]([CH3:10])[N:9]=1)(=[O:3])[CH3:2].[OH:19][CH:20]1[CH2:25][CH2:24][CH2:23][NH:22][CH2:21]1.C(N(CC)CC)C. The yield is 0.420. (8) The reactants are [CH3:1][S:2]([N:5]1[CH2:10][CH2:9][CH2:8][CH:7]([CH2:11][NH:12][C:13]([C:15]2[C:23]3[C:18](=[N:19][CH:20]=[C:21]([CH:24]4[CH2:26][CH2:25]4)[N:22]=3)[N:17](COCC[Si](C)(C)C)[CH:16]=2)=[O:14])[CH2:6]1)(=[O:4])=[O:3].FC(F)(F)C(O)=O.C(N)CN.O. The catalyst is C(Cl)Cl.CCOC(C)=O. The product is [CH3:1][S:2]([N:5]1[CH2:10][CH2:9][CH2:8][CH:7]([CH2:11][NH:12][C:13]([C:15]2[C:23]3[C:18](=[N:19][CH:20]=[C:21]([CH:24]4[CH2:25][CH2:26]4)[N:22]=3)[NH:17][CH:16]=2)=[O:14])[CH2:6]1)(=[O:4])=[O:3]. The yield is 0.500.